Dataset: Forward reaction prediction with 1.9M reactions from USPTO patents (1976-2016). Task: Predict the product of the given reaction. (1) Given the reactants [CH2:1]([O:8][CH2:9][CH2:10][O:11][C:12]1[CH:17]=[CH:16][C:15]([C:18]2[NH:19][C:20](=O)[C:21]3[C:26]([CH:27]=2)=[CH:25][CH:24]=[CH:23][CH:22]=3)=[C:14]([O:29][CH3:30])[CH:13]=1)[C:2]1[CH:7]=[CH:6][CH:5]=[CH:4][CH:3]=1.[CH2:31]([N:33]1[CH2:38][CH2:37][NH:36][CH2:35][CH2:34]1)[CH3:32].C(=O)([O-])[O-].[K+].[K+].P(Cl)(Cl)([Cl:47])=O, predict the reaction product. The product is: [ClH:47].[CH2:31]([N:33]1[CH2:38][CH2:37][N:36]([C:20]2[C:21]3[C:26](=[CH:25][CH:24]=[CH:23][CH:22]=3)[CH:27]=[C:18]([C:15]3[CH:16]=[CH:17][C:12]([O:11][CH2:10][CH2:9][O:8][CH2:1][C:2]4[CH:3]=[CH:4][CH:5]=[CH:6][CH:7]=4)=[CH:13][C:14]=3[O:29][CH3:30])[N:19]=2)[CH2:35][CH2:34]1)[CH3:32]. (2) Given the reactants [NH2:1][CH2:2][CH2:3][C:4]1[N:5]=[C:6]([NH:9][C:10]([NH:12][C:13]2[CH:18]=[CH:17][C:16]([CH3:19])=[CH:15][C:14]=2[C:20]([CH:22]2[CH2:26][CH2:25][CH2:24][CH2:23]2)=[O:21])=[O:11])[S:7][CH:8]=1.[CH3:27][S:28](Cl)(=[O:30])=[O:29].N1C=CC=CC=1, predict the reaction product. The product is: [CH:22]1([C:20]([C:14]2[CH:15]=[C:16]([CH3:19])[CH:17]=[CH:18][C:13]=2[NH:12][C:10](=[O:11])[NH:9][C:6]2[S:7][CH:8]=[C:4]([CH2:3][CH2:2][NH:1][S:28]([CH3:27])(=[O:30])=[O:29])[N:5]=2)=[O:21])[CH2:23][CH2:24][CH2:25][CH2:26]1.